This data is from Full USPTO retrosynthesis dataset with 1.9M reactions from patents (1976-2016). The task is: Predict the reactants needed to synthesize the given product. (1) Given the product [C:12]([O:11][C:9](=[O:10])[NH:37][C:17]([CH3:36])([CH3:16])[CH2:18][C:19]1[C:27]2[C:22](=[C:23]([O:28][CH2:29][C:30]3[CH:35]=[CH:34][CH:33]=[CH:32][CH:31]=3)[CH:24]=[CH:25][CH:26]=2)[NH:21][CH:20]=1)([CH3:13])([CH3:14])[CH3:15], predict the reactants needed to synthesize it. The reactants are: [C:9](O[C:9]([O:11][C:12]([CH3:15])([CH3:14])[CH3:13])=[O:10])([O:11][C:12]([CH3:15])([CH3:14])[CH3:13])=[O:10].[CH3:16][C:17]([NH2:37])([CH3:36])[CH2:18][C:19]1[C:27]2[C:22](=[C:23]([O:28][CH2:29][C:30]3[CH:35]=[CH:34][CH:33]=[CH:32][CH:31]=3)[CH:24]=[CH:25][CH:26]=2)[NH:21][CH:20]=1.C(N(CC)CC)C.C(Cl)Cl. (2) Given the product [Br:1][C:2]1[C:14]2[C:5](=[CH:6][C:7]3[CH:8]=[N:9][C:10]([CH:15]4[CH2:19][CH2:18][N:17]([CH2:40][C:41]([N:43]5[CH2:48][CH2:47][N:46]([C:49]6[CH:54]=[CH:53][C:52]([C:55]7[N:56]=[CH:57][C:58]([F:61])=[CH:59][N:60]=7)=[CH:51][CH:50]=6)[CH2:45][CH2:44]5)=[O:42])[CH2:16]4)=[N:11][C:12]=3[CH:13]=2)[N:4]([C:20]([C:21]2[CH:26]=[CH:25][CH:24]=[CH:23][CH:22]=2)([C:27]2[CH:28]=[CH:29][CH:30]=[CH:31][CH:32]=2)[C:33]2[CH:38]=[CH:37][CH:36]=[CH:35][CH:34]=2)[N:3]=1, predict the reactants needed to synthesize it. The reactants are: [Br:1][C:2]1[C:14]2[C:5](=[CH:6][C:7]3[CH:8]=[N:9][C:10]([CH:15]4[CH2:19][CH2:18][NH:17][CH2:16]4)=[N:11][C:12]=3[CH:13]=2)[N:4]([C:20]([C:33]2[CH:38]=[CH:37][CH:36]=[CH:35][CH:34]=2)([C:27]2[CH:32]=[CH:31][CH:30]=[CH:29][CH:28]=2)[C:21]2[CH:26]=[CH:25][CH:24]=[CH:23][CH:22]=2)[N:3]=1.Cl[CH2:40][C:41]([N:43]1[CH2:48][CH2:47][N:46]([C:49]2[CH:54]=[CH:53][C:52]([C:55]3[N:60]=[CH:59][C:58]([F:61])=[CH:57][N:56]=3)=[CH:51][CH:50]=2)[CH2:45][CH2:44]1)=[O:42].C(N(CC)CC)C. (3) Given the product [F:44][C:19]([F:18])([F:43])[CH2:20][NH:21][C:22]([C:24]1([CH2:38][CH2:39][CH2:40][CH2:41][N:4]2[CH2:3][CH2:2][N:1]([C:7]3[CH:8]=[CH:9][C:10]([C:11]([O:13][CH2:14][CH3:15])=[O:12])=[CH:16][CH:17]=3)[CH2:6][CH2:5]2)[C:25]2[CH:26]=[CH:27][CH:28]=[CH:29][C:30]=2[S:31][C:32]2[C:37]1=[CH:36][CH:35]=[CH:34][CH:33]=2)=[O:23], predict the reactants needed to synthesize it. The reactants are: [N:1]1([C:7]2[CH:17]=[CH:16][C:10]([C:11]([O:13][CH2:14][CH3:15])=[O:12])=[CH:9][CH:8]=2)[CH2:6][CH2:5][NH:4][CH2:3][CH2:2]1.[F:18][C:19]([F:44])([F:43])[CH2:20][NH:21][C:22]([C:24]1([CH2:38][CH2:39][CH2:40][CH2:41]Br)[C:37]2[CH:36]=[CH:35][CH:34]=[CH:33][C:32]=2[S:31][C:30]2[C:25]1=[CH:26][CH:27]=[CH:28][CH:29]=2)=[O:23]. (4) Given the product [OH:24][C:19]1[CH:18]=[C:17]([C:15]([C@@H:4]2[C@:5]3([CH3:14])[C@H:10]([C:9]([CH3:12])([CH3:13])[CH2:8][CH2:7][CH2:6]3)[CH2:11][C@@H:2]([NH:1][C:30](=[O:29])[NH:31][C:32]3[CH:33]=[N:34][CH:35]=[CH:36][CH:37]=3)[C@H:3]2[CH3:25])=[O:16])[CH:22]=[C:21]([CH3:23])[CH:20]=1, predict the reactants needed to synthesize it. The reactants are: [NH2:1][C@@H:2]1[CH2:11][C@@H:10]2[C@:5]([CH3:14])([CH2:6][CH2:7][CH2:8][C:9]2([CH3:13])[CH3:12])[C@@H:4]([C:15]([C:17]2[CH:18]=[C:19]([OH:24])[CH:20]=[C:21]([CH3:23])[CH:22]=2)=[O:16])[C@@H:3]1[CH3:25].C([O:29][C:30](=O)[NH:31][C:32]1[CH:33]=[N:34][CH:35]=[CH:36][CH:37]=1)(C)=C.CN1CCCC1. (5) Given the product [Br:18][C:6]1[CH:7]=[C:8]2[C:13](=[C:4]([CH2:1][CH3:2])[CH:5]=1)[O:12][C:11]([CH3:15])([CH3:14])[CH2:10][C:9]2([CH3:16])[CH3:17], predict the reactants needed to synthesize it. The reactants are: [C:1]([C:4]1[CH:5]=[C:6]([Br:18])[CH:7]=[C:8]2[C:13]=1[O:12][C:11]([CH3:15])([CH3:14])[CH2:10][C:9]2([CH3:17])[CH3:16])(=O)[CH3:2].C([SiH](CC)CC)C. (6) Given the product [C:37]([O:36][C:34](=[O:35])[NH:1][C@H:2]1[C@@H:3]([OH:33])[CH2:4][C@H:5]([CH2:24][O:25][CH2:26][C:27]2[CH:32]=[CH:31][CH:30]=[CH:29][CH:28]=2)[C@@H:6]([O:16][CH2:17][C:18]2[CH:19]=[CH:20][CH:21]=[CH:22][CH:23]=2)[C@@H:7]1[O:8][CH2:9][C:10]1[CH:11]=[CH:12][CH:13]=[CH:14][CH:15]=1)([CH3:40])([CH3:39])[CH3:38], predict the reactants needed to synthesize it. The reactants are: [NH2:1][C@@H:2]1[C@@H:7]([O:8][CH2:9][C:10]2[CH:15]=[CH:14][CH:13]=[CH:12][CH:11]=2)[C@H:6]([O:16][CH2:17][C:18]2[CH:23]=[CH:22][CH:21]=[CH:20][CH:19]=2)[C@@H:5]([CH2:24][O:25][CH2:26][C:27]2[CH:32]=[CH:31][CH:30]=[CH:29][CH:28]=2)[CH2:4][C@@H:3]1[OH:33].[C:34](O[C:34]([O:36][C:37]([CH3:40])([CH3:39])[CH3:38])=[O:35])([O:36][C:37]([CH3:40])([CH3:39])[CH3:38])=[O:35]. (7) Given the product [OH:19][C:12]([C:13]1[CH:18]=[CH:17][CH:16]=[CH:15][CH:14]=1)([C:20]1[CH:25]=[CH:24][CH:23]=[CH:22][CH:21]=1)[CH2:2][C:1]([C:4]1[CH:9]=[CH:8][N:7]=[CH:6][CH:5]=1)=[O:3], predict the reactants needed to synthesize it. The reactants are: [C:1]([C:4]1[CH:9]=[CH:8][N:7]=[CH:6][CH:5]=1)(=[O:3])[CH3:2].[H-].[Na+].[C:12]([C:20]1[CH:25]=[CH:24][CH:23]=[CH:22][CH:21]=1)(=[O:19])[C:13]1[CH:18]=[CH:17][CH:16]=[CH:15][CH:14]=1.